From a dataset of Catalyst prediction with 721,799 reactions and 888 catalyst types from USPTO. Predict which catalyst facilitates the given reaction. (1) Reactant: C1COCC1.[Cl:6][C:7]1[CH:8]=[C:9]([Mg]Br)[CH:10]=[CH:11][CH:12]=1.[CH2:15]([Sn:19](Cl)([CH2:24][CH2:25][CH2:26][CH3:27])[CH2:20][CH2:21][CH2:22][CH3:23])[CH2:16][CH2:17][CH3:18].[Cl-].[NH4+]. Product: [CH2:24]([Sn:19]([CH2:15][CH2:16][CH2:17][CH3:18])([CH2:20][CH2:21][CH2:22][CH3:23])[C:9]1[CH:10]=[CH:11][CH:12]=[C:7]([Cl:6])[CH:8]=1)[CH2:25][CH2:26][CH3:27]. The catalyst class is: 25. (2) The catalyst class is: 1. Product: [F:26][C:27]1([F:35])[CH2:32][CH2:31][CH2:30][CH:29]([CH2:33][NH:34][C:15]([C:7]2[C:8]3[C:9](=[N:10][CH:11]=[CH:12][C:13]=3[Cl:14])[N:5]([CH2:4][C:1](=[O:3])[NH2:2])[CH:6]=2)=[O:17])[CH2:28]1. Reactant: [C:1]([CH2:4][N:5]1[C:9]2=[N:10][CH:11]=[CH:12][C:13]([Cl:14])=[C:8]2[C:7]([C:15]([OH:17])=O)=[CH:6]1)(=[O:3])[NH2:2].CCN(CC)CC.Cl.[F:26][C:27]1([F:35])[CH2:32][CH2:31][CH2:30][CH:29]([CH2:33][NH2:34])[CH2:28]1.C(Cl)CCl.N1(O)C2C=CC=CC=2N=N1. (3) Reactant: [O:1]1[CH:5]=[CH:4][C:3]([C:6]([OH:8])=[O:7])=[CH:2]1.[Li]CCCC.[I:14]I.O. Product: [I:14][C:2]1[O:1][CH:5]=[CH:4][C:3]=1[C:6]([OH:8])=[O:7]. The catalyst class is: 7. (4) Reactant: C[O:2][C:3](=[O:35])[C@@H:4]([NH:24][C:25](=[O:34])[C:26]1[CH:31]=[C:30]([Cl:32])[CH:29]=[CH:28][C:27]=1[NH2:33])[CH2:5][C:6]1[CH:11]=[CH:10][C:9]([C:12]2[CH:17]=[CH:16][C:15]([CH:18]3[CH2:23][CH2:22][CH2:21][CH2:20][CH2:19]3)=[CH:14][CH:13]=2)=[CH:8][CH:7]=1.[C:36]([C:40]1[CH:54]=[CH:53][C:43]([O:44][C:45]2[CH:46]=[C:47]([CH:50]=[CH:51][CH:52]=2)[CH:48]=O)=[CH:42][CH:41]=1)([CH3:39])([CH3:38])[CH3:37].C(O)(=O)C.C(O[BH-](OC(=O)C)OC(=O)C)(=O)C.[Na+]. The catalyst class is: 26. Product: [C:36]([C:40]1[CH:54]=[CH:53][C:43]([O:44][C:45]2[CH:46]=[C:47]([CH:50]=[CH:51][CH:52]=2)[CH2:48][NH:33][C:27]2[CH:28]=[CH:29][C:30]([Cl:32])=[CH:31][C:26]=2[C:25]([NH:24][C@@H:4]([CH2:5][C:6]2[CH:7]=[CH:8][C:9]([C:12]3[CH:13]=[CH:14][C:15]([CH:18]4[CH2:19][CH2:20][CH2:21][CH2:22][CH2:23]4)=[CH:16][CH:17]=3)=[CH:10][CH:11]=2)[C:3]([OH:2])=[O:35])=[O:34])=[CH:42][CH:41]=1)([CH3:39])([CH3:37])[CH3:38]. (5) Reactant: [C:1]([OH:4])(=O)[CH3:2].[C:5]([N:8]1[C:17]2[CH:16]=[CH:15][C:14]([NH2:18])=[CH:13][C:12]=2[C:11]2[N:19]([C:25]3[CH:33]=[CH:32][C:28]4[O:29][CH2:30][O:31][C:27]=4[CH:26]=3)[N:20]=[C:21]([C:22]([NH2:24])=[O:23])[C:10]=2[CH2:9]1)(=[O:7])[CH3:6].[Cl:34][C:35]1C=[CH:41][CH:40]=[CH:39][C:36]=1CCl. Product: [C:5]([N:8]1[C:17]2[CH:16]=[CH:15][C:14]([NH:18][C:1](=[O:4])[C:2]3[CH:41]=[CH:40][CH:39]=[CH:36][C:35]=3[Cl:34])=[CH:13][C:12]=2[C:11]2[N:19]([C:25]3[CH:33]=[CH:32][C:28]4[O:29][CH2:30][O:31][C:27]=4[CH:26]=3)[N:20]=[C:21]([C:22]([NH2:24])=[O:23])[C:10]=2[CH2:9]1)(=[O:7])[CH3:6]. The catalyst class is: 17. (6) Reactant: [NH2:1][C:2]1[C:7]([C:8]([O:10]C)=[O:9])=[CH:6][C:5]([C:12]([F:15])([F:14])[F:13])=[CH:4][N:3]=1. Product: [NH2:1][C:2]1[C:7]([C:8]([OH:10])=[O:9])=[CH:6][C:5]([C:12]([F:14])([F:13])[F:15])=[CH:4][N:3]=1. The catalyst class is: 5. (7) Reactant: [CH2:1]([O:3][C:4]([C@@H:6]1[CH2:11][CH2:10][C:9](=[O:12])[CH2:8][C@@H:7]1[CH3:13])=[O:5])[CH3:2].[S:14]1[CH:18]=[CH:17][N:16]=[CH:15]1.[Li]CCCC.CO. Product: [CH2:1]([O:3][C:4]([CH:6]1[CH2:11][CH2:10][C:9]([OH:12])([C:15]2[S:14][CH:18]=[CH:17][N:16]=2)[CH2:8][CH:7]1[CH3:13])=[O:5])[CH3:2]. The catalyst class is: 249. (8) Reactant: [F:1][C:2]1[CH:3]=[C:4]([C:10]2[CH2:11][CH2:12][N:13]([S:16]([CH3:19])(=[O:18])=[O:17])[CH2:14][CH:15]=2)[CH:5]=[CH:6][C:7]=1[O:8]C.B(Br)(Br)Br.C(=O)(O)[O-:25].[Na+]. Product: [F:1][C:2]1[CH:3]=[C:4]([C:10]2([OH:25])[CH2:11][CH2:12][N:13]([S:16]([CH3:19])(=[O:18])=[O:17])[CH2:14][CH2:15]2)[CH:5]=[CH:6][C:7]=1[OH:8]. The catalyst class is: 4. (9) Reactant: [H-].[Na+].[Br-].[C:4]([CH2:7][CH2:8][CH2:9][CH2:10][CH2:11][CH2:12][CH2:13][CH2:14][P+](C1C=CC=CC=1)(C1C=CC=CC=1)C1C=CC=CC=1)([OH:6])=[O:5].[F:34][C:35]1[CH:42]=[CH:41][C:38]([CH:39]=O)=[CH:37][CH:36]=1.Cl. Product: [F:34][C:35]1[CH:42]=[CH:41][C:38]([CH:39]=[CH:14][CH2:13][CH2:12][CH2:11][CH2:10][CH2:9][CH2:8][CH2:7][C:4]([OH:6])=[O:5])=[CH:37][CH:36]=1. The catalyst class is: 30. (10) Reactant: [NH2:1][C:2]1[C:11]2[C:6](=[CH:7][C:8]([O:14][CH3:15])=[C:9]([O:12][CH3:13])[CH:10]=2)[N:5]=[C:4](CNCCC#N)[N:3]=1. Product: [NH2:1][C:2]1[C:11]2[C:6](=[CH:7][C:8]([O:14][CH3:15])=[C:9]([O:12][CH3:13])[CH:10]=2)[N:5]=[C:4]([N:3]([CH3:4])[CH2:2][CH2:11][CH2:6][NH2:5])[N:3]=1. The catalyst class is: 171.